From a dataset of Catalyst prediction with 721,799 reactions and 888 catalyst types from USPTO. Predict which catalyst facilitates the given reaction. (1) Product: [C:7]([CH:9]=[C:19]1[CH2:22][CH:21]([C:23]#[N:24])[CH2:20]1)#[N:8]. The catalyst class is: 1. Reactant: CC(C)([O-])C.[K+].[C:7]([CH2:9]P(=O)(OCC)OCC)#[N:8].O=[C:19]1[CH2:22][CH:21]([C:23]#[N:24])[CH2:20]1. (2) Reactant: [Br:1][C:2]1[CH:11]=[CH:10][C:5]2[N:6]=[C:7]([NH2:9])[S:8][C:4]=2[CH:3]=1.[CH3:12][C:13](=O)[CH2:14][CH2:15][C:16](=O)[CH3:17].CC1C=CC(S([O-])(=O)=O)=CC=1.C1C=C[NH+]=CC=1.O. Product: [Br:1][C:2]1[CH:11]=[CH:10][C:5]2[N:6]=[C:7]([N:9]3[C:16]([CH3:17])=[CH:15][CH:14]=[C:13]3[CH3:12])[S:8][C:4]=2[CH:3]=1. The catalyst class is: 48. (3) Reactant: [CH3:1][O:2][C:3]1[CH:4]=[C:5]2[C:10](=[CH:11][C:12]=1[O:13][CH3:14])[N:9]=[CH:8][CH:7]=[C:6]2[O:15][C:16]1[C:22]([CH3:23])=[CH:21][C:19]([NH2:20])=[C:18]([CH3:24])[CH:17]=1.C1(C)C=CC=CC=1.C(N(CC)CC)C.Cl[C:40](Cl)([O:42]C(=O)OC(Cl)(Cl)Cl)Cl.[CH2:51]([O:53][C:54]1[CH:62]=[CH:61][CH:60]=[CH:59][C:55]=1[CH:56]([OH:58])[CH3:57])[CH3:52]. Product: [CH3:1][O:2][C:3]1[CH:4]=[C:5]2[C:10](=[CH:11][C:12]=1[O:13][CH3:14])[N:9]=[CH:8][CH:7]=[C:6]2[O:15][C:16]1[C:22]([CH3:23])=[CH:21][C:19]([NH:20][C:40](=[O:42])[O:58][CH:56]([C:55]2[CH:59]=[CH:60][CH:61]=[CH:62][C:54]=2[O:53][CH2:51][CH3:52])[CH3:57])=[C:18]([CH3:24])[CH:17]=1. The catalyst class is: 2.